From a dataset of NCI-60 drug combinations with 297,098 pairs across 59 cell lines. Regression. Given two drug SMILES strings and cell line genomic features, predict the synergy score measuring deviation from expected non-interaction effect. (1) Drug 1: CCN(CC)CCCC(C)NC1=C2C=C(C=CC2=NC3=C1C=CC(=C3)Cl)OC. Drug 2: CC1CCCC2(C(O2)CC(NC(=O)CC(C(C(=O)C(C1O)C)(C)C)O)C(=CC3=CSC(=N3)C)C)C. Cell line: DU-145. Synergy scores: CSS=63.2, Synergy_ZIP=8.73, Synergy_Bliss=7.65, Synergy_Loewe=-9.57, Synergy_HSA=5.88. (2) Drug 1: CN1CCC(CC1)COC2=C(C=C3C(=C2)N=CN=C3NC4=C(C=C(C=C4)Br)F)OC. Drug 2: C1=NC2=C(N=C(N=C2N1C3C(C(C(O3)CO)O)F)Cl)N. Cell line: U251. Synergy scores: CSS=13.0, Synergy_ZIP=-1.03, Synergy_Bliss=-1.26, Synergy_Loewe=-8.02, Synergy_HSA=-0.280. (3) Drug 1: CC1OCC2C(O1)C(C(C(O2)OC3C4COC(=O)C4C(C5=CC6=C(C=C35)OCO6)C7=CC(=C(C(=C7)OC)O)OC)O)O. Drug 2: CCN(CC)CCNC(=O)C1=C(NC(=C1C)C=C2C3=C(C=CC(=C3)F)NC2=O)C. Cell line: T-47D. Synergy scores: CSS=24.0, Synergy_ZIP=-0.261, Synergy_Bliss=-0.982, Synergy_Loewe=-18.0, Synergy_HSA=-3.17. (4) Drug 1: CC12CCC3C(C1CCC2O)C(CC4=C3C=CC(=C4)O)CCCCCCCCCS(=O)CCCC(C(F)(F)F)(F)F. Drug 2: C1CN(P(=O)(OC1)NCCCl)CCCl. Cell line: ACHN. Synergy scores: CSS=-5.44, Synergy_ZIP=1.68, Synergy_Bliss=0.983, Synergy_Loewe=-7.42, Synergy_HSA=-4.71. (5) Drug 1: C1=NC2=C(N1)C(=S)N=C(N2)N. Drug 2: COCCOC1=C(C=C2C(=C1)C(=NC=N2)NC3=CC=CC(=C3)C#C)OCCOC.Cl. Cell line: NCI-H522. Synergy scores: CSS=40.1, Synergy_ZIP=-4.09, Synergy_Bliss=0.984, Synergy_Loewe=0.0722, Synergy_HSA=5.17. (6) Drug 1: C1CN1P(=S)(N2CC2)N3CC3. Drug 2: C1=NC(=NC(=O)N1C2C(C(C(O2)CO)O)O)N. Cell line: OVCAR3. Synergy scores: CSS=0.860, Synergy_ZIP=0.288, Synergy_Bliss=-4.83, Synergy_Loewe=-23.3, Synergy_HSA=-9.21.